Task: Predict which catalyst facilitates the given reaction.. Dataset: Catalyst prediction with 721,799 reactions and 888 catalyst types from USPTO (1) Reactant: [ClH:1].C(O)=O.[N:5]1([CH2:11][CH2:12][NH:13][C:14]([C:16]2[CH:17]=[C:18]([C:22]3[CH:27]=[CH:26][C:25]([CH2:28][C@H:29]([NH:44][C:45]([C@H:47]4[CH2:52][CH2:51][C@H:50]([CH2:53][NH:54]C(=O)OC(C)(C)C)[CH2:49][CH2:48]4)=[O:46])[C:30](=[O:43])[NH:31][C:32]4[CH:37]=[CH:36][C:35]([C:38]5[NH:42][N:41]=[N:40][N:39]=5)=[CH:34][CH:33]=4)=[CH:24][CH:23]=3)[CH:19]=[CH:20][CH:21]=2)=[O:15])[CH2:10][CH2:9][O:8][CH2:7][CH2:6]1.C(#N)C. Product: [ClH:1].[NH2:54][CH2:53][C@H:50]1[CH2:49][CH2:48][C@H:47]([C:45]([NH:44][C@H:29]([C:30](=[O:43])[NH:31][C:32]2[CH:33]=[CH:34][C:35]([C:38]3[NH:42][N:41]=[N:40][N:39]=3)=[CH:36][CH:37]=2)[CH2:28][C:25]2[CH:26]=[CH:27][C:22]([C:18]3[CH:19]=[CH:20][CH:21]=[C:16]([C:14]([NH:13][CH2:12][CH2:11][N:5]4[CH2:10][CH2:9][O:8][CH2:7][CH2:6]4)=[O:15])[CH:17]=3)=[CH:23][CH:24]=2)=[O:46])[CH2:52][CH2:51]1. The catalyst class is: 12. (2) Reactant: F[C:2]1[CH:9]=[CH:8][C:5]([C:6]#[N:7])=[C:4]([C:10]([F:13])([F:12])[F:11])[CH:3]=1.[I:14][C:15]1[CH:20]=[CH:19][C:18]([OH:21])=[CH:17][CH:16]=1.C(=O)([O-])[O-].[Na+].[Na+]. Product: [I:14][C:15]1[CH:20]=[CH:19][C:18]([O:21][C:2]2[CH:9]=[CH:8][C:5]([C:6]#[N:7])=[C:4]([C:10]([F:13])([F:12])[F:11])[CH:3]=2)=[CH:17][CH:16]=1. The catalyst class is: 18.